Dataset: Peptide-MHC class I binding affinity with 185,985 pairs from IEDB/IMGT. Task: Regression. Given a peptide amino acid sequence and an MHC pseudo amino acid sequence, predict their binding affinity value. This is MHC class I binding data. (1) The peptide sequence is QYAEMWAQDAA. The MHC is HLA-A24:02 with pseudo-sequence HLA-A24:02. The binding affinity (normalized) is 0.0380. (2) The peptide sequence is GIPHPAGLK. The MHC is HLA-B07:02 with pseudo-sequence HLA-B07:02. The binding affinity (normalized) is 0. (3) The peptide sequence is TNYKFSLV. The MHC is H-2-Kb with pseudo-sequence H-2-Kb. The binding affinity (normalized) is 0.786.